This data is from Catalyst prediction with 721,799 reactions and 888 catalyst types from USPTO. The task is: Predict which catalyst facilitates the given reaction. (1) Reactant: [O:1]1[CH2:6][CH2:5][CH:4]([C:7]([OH:9])=[O:8])[CH2:3][CH2:2]1.[C:10]1(O)[CH:15]=[CH:14][CH:13]=[CH:12][CH:11]=1.F[P-](F)(F)(F)(F)F.S1(O[P+](N2CCCC2)(N2CCCC2)N2CCCC2)C2C=CC=CC=2N=C1.C(N(CC)CC)C. Product: [O:1]1[CH2:6][CH2:5][CH:4]([C:7]([O:9][C:10]2[CH:15]=[CH:14][CH:13]=[CH:12][CH:11]=2)=[O:8])[CH2:3][CH2:2]1. The catalyst class is: 18. (2) Reactant: Br[C:2]1[CH:3]=[CH:4][C:5]2[N:6]([C:8]([C:11]([F:14])([F:13])[F:12])=[N:9][N:10]=2)[CH:7]=1.[F:15][C:16]([F:28])([F:27])[O:17][C:18]1[CH:23]=[CH:22][C:21](B(O)O)=[CH:20][CH:19]=1.C(=O)([O-])[O-].[Na+].[Na+].O. Product: [F:15][C:16]([F:27])([F:28])[O:17][C:18]1[CH:23]=[CH:22][C:21]([C:2]2[CH:3]=[CH:4][C:5]3[N:6]([C:8]([C:11]([F:14])([F:13])[F:12])=[N:9][N:10]=3)[CH:7]=2)=[CH:20][CH:19]=1. The catalyst class is: 3. (3) Reactant: [CH:1]1[CH:6]=[C:5]2[C:7]([N:9]([C@H:15]3[CH:20]4[CH2:21][CH2:22][N:17]([CH2:18][CH2:19]4)[CH2:16]3)[CH2:10][C@H:11]3[CH2:12][CH2:13][CH2:14][C:3](=[C:4]23)[CH:2]=1)=[O:8].[ClH:23].BrBr. Product: [CH:1]1[CH:6]=[C:5]2[C:7]([N:9]([C@H:15]3[CH:20]4[CH2:21][CH2:22][N:17]([CH2:18][CH2:19]4)[CH2:16]3)[CH2:10][C@H:11]3[CH2:12][CH2:13][CH2:14][C:3](=[C:4]23)[CH:2]=1)=[O:8].[ClH:23]. The catalyst class is: 645. (4) Reactant: [NH2:1][CH2:2][C:3]1([CH2:8][C:9]2[CH:14]=[CH:13][C:12]([CH2:15][CH2:16][OH:17])=[CH:11][CH:10]=2)[CH2:7][CH2:6][CH2:5][CH2:4]1.C(N(CC)CC)C.[N:25]1[CH:30]=[CH:29][CH:28]=[C:27]([S:31](Cl)(=[O:33])=[O:32])[CH:26]=1. Product: [OH:17][CH2:16][CH2:15][C:12]1[CH:13]=[CH:14][C:9]([CH2:8][C:3]2([CH2:2][NH:1][S:31]([C:27]3[CH:26]=[N:25][CH:30]=[CH:29][CH:28]=3)(=[O:33])=[O:32])[CH2:4][CH2:5][CH2:6][CH2:7]2)=[CH:10][CH:11]=1. The catalyst class is: 4.